Dataset: Catalyst prediction with 721,799 reactions and 888 catalyst types from USPTO. Task: Predict which catalyst facilitates the given reaction. (1) Reactant: Br[C:2]1[C:6]2[CH:7]=[N:8][C:9]([NH2:23])=[C:10]([O:11][C@@H:12]([C:14]3[C:19]([Cl:20])=[CH:18][CH:17]=[C:16]([F:21])[C:15]=3[Cl:22])[CH3:13])[C:5]=2[O:4][CH:3]=1.[F-].[K+].O1CCOCC1.CCCC[Sn]([C:45]1[N:50]=[CH:49][CH:48]=[CH:47][CH:46]=1)(CCCC)CCCC. Product: [Cl:22][C:15]1[C:16]([F:21])=[CH:17][CH:18]=[C:19]([Cl:20])[C:14]=1[C@H:12]([O:11][C:10]1[C:5]2[O:4][CH:3]=[C:2]([C:49]3[CH:48]=[CH:47][CH:46]=[CH:45][N:50]=3)[C:6]=2[CH:7]=[N:8][C:9]=1[NH2:23])[CH3:13]. The catalyst class is: 532. (2) Reactant: [CH3:1][NH:2][C:3](=[S:6])[NH:4][NH2:5].[F:7][C:8]1[CH:16]=[CH:15][C:11]([C:12](Cl)=O)=[CH:10][CH:9]=1. The catalyst class is: 17. Product: [F:7][C:8]1[CH:16]=[CH:15][C:11]([C:12]2[N:2]([CH3:1])[C:3](=[S:6])[NH:4][N:5]=2)=[CH:10][CH:9]=1. (3) Reactant: [NH2:1][C:2]1[CH:3]=[N:4][N:5]([CH2:7][C:8]2[CH:9]=[C:10]([CH:13]=[CH:14][CH:15]=2)[C:11]#[N:12])[CH:6]=1.[Br:16][C:17]1[CH:25]=[C:24]2[C:20]([C:21]([C:34](O)=[O:35])=[N:22][N:23]2[CH2:26][O:27][CH2:28][CH2:29][Si:30]([CH3:33])([CH3:32])[CH3:31])=[CH:19][CH:18]=1.CN(C(ON1N=NC2C=CC=NC1=2)=[N+](C)C)C.F[P-](F)(F)(F)(F)F.C(N(CC)C(C)C)(C)C. Product: [C:11]([C:10]1[CH:9]=[C:8]([CH:15]=[CH:14][CH:13]=1)[CH2:7][N:5]1[CH:6]=[C:2]([NH:1][C:34]([C:21]2[C:20]3[C:24](=[CH:25][C:17]([Br:16])=[CH:18][CH:19]=3)[N:23]([CH2:26][O:27][CH2:28][CH2:29][Si:30]([CH3:33])([CH3:32])[CH3:31])[N:22]=2)=[O:35])[CH:3]=[N:4]1)#[N:12]. The catalyst class is: 508. (4) Reactant: C([Li])CCC.[C:6]1([C:12]2[N:13]=[CH:14][S:15][CH:16]=2)[CH:11]=[CH:10][CH:9]=[CH:8][CH:7]=1.[Cl:17][C:18]1[CH:19]=[C:20]([N:33]2[C:38](=[O:39])[NH:37][C:36](=[O:40])[CH:35]=[N:34]2)[CH:21]=[CH:22][C:23]=1[C:24](=[O:32])[C:25]1[CH:30]=[CH:29][C:28]([Cl:31])=[CH:27][CH:26]=1.Cl. Product: [Cl:17][C:18]1[CH:19]=[C:20]([N:33]2[C:38](=[O:39])[NH:37][C:36](=[O:40])[CH:35]=[N:34]2)[CH:21]=[CH:22][C:23]=1[C:24]([C:25]1[CH:26]=[CH:27][C:28]([Cl:31])=[CH:29][CH:30]=1)([OH:32])[C:14]1[S:15][CH:16]=[C:12]([C:6]2[CH:7]=[CH:8][CH:9]=[CH:10][CH:11]=2)[N:13]=1. The catalyst class is: 385. (5) Product: [Cl:13][C:5]1[C:6]([C:8]([CH3:12])([CH3:11])[CH:9]=[CH2:10])=[CH:7][C:2]([CH:24]=[O:25])=[C:3]([O:14][CH3:15])[CH:4]=1. Reactant: Br[C:2]1[CH:7]=[C:6]([C:8]([CH3:12])([CH3:11])[CH:9]=[CH2:10])[C:5]([Cl:13])=[CH:4][C:3]=1[O:14][CH3:15].[Li]CCCC.CN([CH:24]=[O:25])C. The catalyst class is: 1. (6) Reactant: [CH3:1][S:2](Cl)(=[O:4])=[O:3].[OH:6][CH2:7][CH2:8][CH2:9][N:10]([C:18]1[CH:23]=[CH:22][CH:21]=[CH:20][N+:19]=1[O-:24])[C:11]([O:13][C:14]([CH3:17])([CH3:16])[CH3:15])=[O:12].N1C=CC=CC=1. Product: [CH3:1][S:2]([O:6][CH2:7][CH2:8][CH2:9][N:10]([C:18]1[CH:23]=[CH:22][CH:21]=[CH:20][N+:19]=1[O-:24])[C:11]([O:13][C:14]([CH3:17])([CH3:16])[CH3:15])=[O:12])(=[O:4])=[O:3]. The catalyst class is: 22.